Regression. Given a peptide amino acid sequence and an MHC pseudo amino acid sequence, predict their binding affinity value. This is MHC class II binding data. From a dataset of Peptide-MHC class II binding affinity with 134,281 pairs from IEDB. (1) The peptide sequence is DVFYNGAYFVSSGKY. The MHC is DRB1_0901 with pseudo-sequence DRB1_0901. The binding affinity (normalized) is 0.489. (2) The peptide sequence is MGDDHFWAVRGGGGE. The MHC is HLA-DPA10201-DPB11401 with pseudo-sequence HLA-DPA10201-DPB11401. The binding affinity (normalized) is 0. (3) The peptide sequence is DKRHDGGCRKELAAV. The MHC is DRB1_0401 with pseudo-sequence DRB1_0401. The binding affinity (normalized) is 0.124.